This data is from Forward reaction prediction with 1.9M reactions from USPTO patents (1976-2016). The task is: Predict the product of the given reaction. (1) Given the reactants [NH2:1][C:2]1[CH:18]=[CH:17][C:5]([C:6]([NH:8][C:9]2[CH:14]=[CH:13][C:12]([CH3:15])=[C:11]([CH3:16])[CH:10]=2)=[O:7])=[CH:4][C:3]=1[NH:19][CH2:20][CH2:21][OH:22].[Cl:23][C:24]1[CH:31]=[CH:30][C:27]([CH:28]=O)=[CH:26][CH:25]=1, predict the reaction product. The product is: [CH3:16][C:11]1[CH:10]=[C:9]([NH:8][C:6]([C:5]2[CH:17]=[CH:18][C:2]3[N:1]=[C:28]([C:27]4[CH:30]=[CH:31][C:24]([Cl:23])=[CH:25][CH:26]=4)[N:19]([CH2:20][CH2:21][OH:22])[C:3]=3[CH:4]=2)=[O:7])[CH:14]=[CH:13][C:12]=1[CH3:15]. (2) Given the reactants [Br:1][C:2]1[CH:7]=[C:6]([F:8])[CH:5]=[CH:4][C:3]=1[CH:9]1[C:14]([C:15]([O:17][CH2:18][CH3:19])=[O:16])=[C:13]([CH2:20][N:21]2[CH2:26][CH2:25][O:24][CH2:23][CH:22]2[C:27](=[O:35])[NH:28][CH2:29][C:30]([O:32]CC)=[O:31])[NH:12][C:11]([C:36]2[S:37][CH:38]=[CH:39][N:40]=2)=[N:10]1.[OH-].[Na+], predict the reaction product. The product is: [Br:1][C:2]1[CH:7]=[C:6]([F:8])[CH:5]=[CH:4][C:3]=1[CH:9]1[N:10]=[C:11]([C:36]2[S:37][CH:38]=[CH:39][N:40]=2)[NH:12][C:13]([CH2:20][N:21]2[CH2:26][CH2:25][O:24][CH2:23][CH:22]2[C:27]([NH:28][CH2:29][C:30]([OH:32])=[O:31])=[O:35])=[C:14]1[C:15]([O:17][CH2:18][CH3:19])=[O:16]. (3) Given the reactants [C:1]([N:5]1[CH2:10][CH2:9][N:8](C(OCC2C=CC=CC=2)=O)[CH2:7][CH2:6]1)(=[O:4])[CH2:2][CH3:3].[H][H], predict the reaction product. The product is: [N:5]1([C:1](=[O:4])[CH2:2][CH3:3])[CH2:10][CH2:9][NH:8][CH2:7][CH2:6]1. (4) The product is: [F:22][C:19]1[CH:20]=[CH:21][C:16]([NH:15][C:7]([C:6]2[CH:5]=[C:4]([CH3:10])[S:3][C:2]=2[Br:1])=[O:9])=[C:17]([OH:23])[CH:18]=1. Given the reactants [Br:1][C:2]1[S:3][C:4]([CH3:10])=[CH:5][C:6]=1[C:7]([OH:9])=O.S(Cl)(Cl)=O.[NH2:15][C:16]1[CH:21]=[CH:20][C:19]([F:22])=[CH:18][C:17]=1[OH:23], predict the reaction product. (5) Given the reactants Br[C:2]1[CH:7]=[CH:6][C:5]([C:8]2[C:19](=[O:20])[N:18]([CH2:21][CH2:22][CH2:23][NH:24][C:25](=[O:31])[O:26][C:27]([CH3:30])([CH3:29])[CH3:28])[C:11]3[N:12]=[C:13]([S:16][CH3:17])[N:14]=[CH:15][C:10]=3[CH:9]=2)=[C:4]([Cl:32])[CH:3]=1.[B:33]1(B2OC(C)(C)C(C)(C)O2)[O:37]C(C)(C)C(C)(C)[O:34]1.CC([O-])=O.[K+], predict the reaction product. The product is: [C:27]([O:26][C:25]([NH:24][CH2:23][CH2:22][CH2:21][N:18]1[C:11]2[N:12]=[C:13]([S:16][CH3:17])[N:14]=[CH:15][C:10]=2[CH:9]=[C:8]([C:5]2[CH:6]=[CH:7][C:2]([B:33]([OH:37])[OH:34])=[CH:3][C:4]=2[Cl:32])[C:19]1=[O:20])=[O:31])([CH3:30])([CH3:29])[CH3:28]. (6) The product is: [CH2:12]([C:10]1[C:15]([CH:16]([CH2:21][CH2:22][CH3:23])[C:17]([OH:19])=[O:18])=[C:14]([CH3:24])[N:13]=[C:12]([C:25]2[CH:26]=[CH:27][CH:28]=[CH:29][CH:30]=2)[N:11]=1)[C:25]1[CH:30]=[CH:29][CH:28]=[CH:27][CH:26]=1. Given the reactants [OH-].[Na+].ClC1C=CC([C:10]2[C:15]([CH:16]([CH2:21][CH2:22][CH3:23])[C:17]([O:19]C)=[O:18])=[C:14]([CH3:24])[N:13]=[C:12]([C:25]3[CH:30]=[CH:29][CH:28]=[CH:27][CH:26]=3)[N:11]=2)=C(OC)C=1, predict the reaction product. (7) Given the reactants [Br:1][C:2]1[CH:10]=[CH:9][C:5]([CH:6]=[N:7][OH:8])=[CH:4][C:3]=1[CH3:11].[ClH:12].Cl[O-].[Na+], predict the reaction product. The product is: [Br:1][C:2]1[CH:10]=[CH:9][C:5]([Cl:12])([CH:6]=[N:7][OH:8])[CH2:4][C:3]=1[CH3:11]. (8) Given the reactants C(O)(=O)C.[CH:5]([NH2:7])=[NH:6].C[O-].[Na+].CO.[CH3:13][C:14]([CH3:23])([CH3:22])[CH2:15][C:16](=O)[C:17](OC)=[O:18], predict the reaction product. The product is: [OH:18][C:17]1[CH:16]=[C:15]([C:14]([CH3:23])([CH3:22])[CH3:13])[N:7]=[CH:5][N:6]=1. (9) Given the reactants [Br:1][C:2]1[CH:7]=[CH:6][CH:5]=[C:4]([O:8][CH3:9])[C:3]=1[CH2:10][OH:11].CCN(CC)CC.[CH3:19][C:20]([Si:23](Cl)([CH3:25])[CH3:24])([CH3:22])[CH3:21], predict the reaction product. The product is: [Br:1][C:2]1[CH:7]=[CH:6][CH:5]=[C:4]([O:8][CH3:9])[C:3]=1[CH2:10][O:11][Si:23]([C:20]([CH3:22])([CH3:21])[CH3:19])([CH3:25])[CH3:24].